The task is: Regression. Given a peptide amino acid sequence and an MHC pseudo amino acid sequence, predict their binding affinity value. This is MHC class I binding data.. This data is from Peptide-MHC class I binding affinity with 185,985 pairs from IEDB/IMGT. (1) The peptide sequence is LLFKLLEYSNQ. The MHC is H-2-Kb with pseudo-sequence H-2-Kb. The binding affinity (normalized) is 0.148. (2) The peptide sequence is FSENTWRDEY. The MHC is HLA-A11:01 with pseudo-sequence HLA-A11:01. The binding affinity (normalized) is 0.0806. (3) The peptide sequence is AYIDNYNKF. The MHC is Mamu-A02 with pseudo-sequence Mamu-A02. The binding affinity (normalized) is 0.